This data is from Catalyst prediction with 721,799 reactions and 888 catalyst types from USPTO. The task is: Predict which catalyst facilitates the given reaction. (1) Reactant: [F:1][C:2]1[CH:3]=[CH:4][C:5]([O:19][CH:20]2[CH2:24][CH2:23][O:22][CH2:21]2)=[C:6]([C@H:8]([NH:12][S@](C(C)(C)C)=O)[CH2:9][CH:10]=[CH2:11])[CH:7]=1.[ClH:25]. Product: [ClH:25].[F:1][C:2]1[CH:3]=[CH:4][C:5]([O:19][CH:20]2[CH2:24][CH2:23][O:22][CH2:21]2)=[C:6]([C@H:8]([NH2:12])[CH2:9][CH:10]=[CH2:11])[CH:7]=1. The catalyst class is: 12. (2) Reactant: [CH3:1][C:2]1([CH3:25])[C:7]2[CH:8]=[C:9]([O:12][S:13]([C:16]3[CH:21]=[CH:20][CH:19]=[C:18]([Cl:22])[C:17]=3[Cl:23])(=[O:15])=[O:14])[CH:10]=[CH:11][C:6]=2[NH:5][C:4](=[O:24])[O:3]1.[C:26](=O)([O-])[O-].[K+].[K+].CI. Product: [CH3:26][N:5]1[C:6]2[CH:11]=[CH:10][C:9]([O:12][S:13]([C:16]3[CH:21]=[CH:20][CH:19]=[C:18]([Cl:22])[C:17]=3[Cl:23])(=[O:15])=[O:14])=[CH:8][C:7]=2[C:2]([CH3:25])([CH3:1])[O:3][C:4]1=[O:24]. The catalyst class is: 9. (3) Reactant: C[O:2][C:3](=[O:19])[C:4]1[C:5](=[C:10]([NH:14][CH2:15][CH2:16][O:17][CH3:18])[CH:11]=[CH:12][CH:13]=1)[C:6]([O:8]C)=[O:7].[OH-].[K+]. Product: [CH3:18][O:17][CH2:16][CH2:15][NH:14][C:10]1[CH:11]=[CH:12][CH:13]=[C:4]([C:3]([OH:19])=[O:2])[C:5]=1[C:6]([OH:8])=[O:7]. The catalyst class is: 5. (4) Reactant: Br[C:2]1[CH:7]=[CH:6][C:5]([N:8]2[CH:12]=[C:11]([C:13]([NH:15][C:16]([CH3:20])([CH3:19])[CH2:17][OH:18])=[O:14])[N:10]=[C:9]2[C:21]2[CH:26]=[CH:25][CH:24]=[CH:23][C:22]=2[Cl:27])=[C:4]([Cl:28])[CH:3]=1.[CH3:29][S:30]([C:33]1[CH:34]=[C:35](B(O)O)[CH:36]=[CH:37][CH:38]=1)(=[O:32])=[O:31].C([O-])([O-])=O.[K+].[K+].COCCOC. Product: [Cl:28][C:4]1[CH:3]=[C:2]([C:37]2[CH:36]=[CH:35][CH:34]=[C:33]([S:30]([CH3:29])(=[O:32])=[O:31])[CH:38]=2)[CH:7]=[CH:6][C:5]=1[N:8]1[CH:12]=[C:11]([C:13]([NH:15][C:16]([CH3:20])([CH3:19])[CH2:17][OH:18])=[O:14])[N:10]=[C:9]1[C:21]1[CH:26]=[CH:25][CH:24]=[CH:23][C:22]=1[Cl:27]. The catalyst class is: 161. (5) Reactant: C([S:4][C@H:5]1[C:10]([C:11]([O:13][CH2:14][CH3:15])=[O:12])=[CH:9][CH2:8][O:7][CH2:6]1)(=O)C.Cl.C(O)C.C(=O)([O-])O.[Na+]. Product: [SH:4][C@H:5]1[C:10]([C:11]([O:13][CH2:14][CH3:15])=[O:12])=[CH:9][CH2:8][O:7][CH2:6]1. The catalyst class is: 8. (6) Reactant: [OH:1][NH:2][C:3](=[O:26])/[CH:4]=[CH:5]/[C:6]1[CH:11]=[CH:10][C:9]([CH2:12][NH:13][CH2:14][CH2:15][C:16]2[C:24]3[C:19](=[CH:20][CH:21]=[CH:22][CH:23]=3)[NH:18][C:17]=2[CH3:25])=[CH:8][CH:7]=1.[C:27]([OH:32])(=[O:31])[CH:28]([CH3:30])[OH:29]. Product: [C:27]([OH:32])(=[O:31])[CH:28]([CH3:30])[OH:29].[OH:1][NH:2][C:3](=[O:26])/[CH:4]=[CH:5]/[C:6]1[CH:11]=[CH:10][C:9]([CH2:12][NH:13][CH2:14][CH2:15][C:16]2[C:24]3[C:19](=[CH:20][CH:21]=[CH:22][CH:23]=3)[NH:18][C:17]=2[CH3:25])=[CH:8][CH:7]=1. The catalyst class is: 6. (7) Reactant: [CH3:1][O:2][C:3](=[O:15])[CH2:4][C@H:5]1[CH2:7][C@@H:6]1[C:8]([O:10]C(C)(C)C)=[O:9]. Product: [CH3:1][O:2][C:3](=[O:15])[CH2:4][C@H:5]1[CH2:7][C@@H:6]1[C:8]([OH:10])=[O:9]. The catalyst class is: 617.